Task: Predict the reaction yield, written as a fraction of the theoretical maximum amount of product (1.0 means a 100% yield; for example, 0.34 means a 34% yield).. Dataset: Reaction yield outcomes from USPTO patents with 853,638 reactions The reactants are [CH2:1]([O:8][NH:9][C@H:10]1[CH2:15][N:14]([C:16]([O:18][C:19]([CH3:22])([CH3:21])[CH3:20])=[O:17])[C@H:13]([C:23]([OH:25])=[O:24])[CH2:12][CH2:11]1)[C:2]1[CH:7]=[CH:6][CH:5]=[CH:4][CH:3]=1.Cl[CH2:27][C:28]#[N:29].C(N(C(C)C)CC)(C)C. The catalyst is C(#N)C.C(OCC)(=O)C. The product is [CH2:1]([O:8][NH:9][C@H:10]1[CH2:15][N:14]([C:16]([O:18][C:19]([CH3:21])([CH3:22])[CH3:20])=[O:17])[C@H:13]([C:23]([O:25][CH2:27][C:28]#[N:29])=[O:24])[CH2:12][CH2:11]1)[C:2]1[CH:3]=[CH:4][CH:5]=[CH:6][CH:7]=1. The yield is 0.990.